This data is from Full USPTO retrosynthesis dataset with 1.9M reactions from patents (1976-2016). The task is: Predict the reactants needed to synthesize the given product. (1) Given the product [C:11]([CH2:10][CH:7]1[C:6]2[C:1]3[N:2]([N:13]=[CH:29][C:28]=3[C:27]([O:31][CH2:32][CH3:33])=[O:30])[CH:3]=[CH:4][C:5]=2[CH2:9][CH2:8]1)#[N:12], predict the reactants needed to synthesize it. The reactants are: [CH:1]1[C:6]2[CH:7]([CH2:10][C:11]#[N:12])[CH2:8][CH2:9][C:5]=2[CH:4]=[CH:3][N:2]=1.[NH2:13]OC1C=CC([N+]([O-])=O)=CC=1[N+]([O-])=O.[C:27]([O:31][CH2:32][CH3:33])(=[O:30])[C:28]#[CH:29].C(=O)([O-])[O-].[K+].[K+]. (2) Given the product [CH3:18][C:27]1[NH:14][C:13]2[C:12]3[CH:11]=[CH:10][CH:9]=[CH:8][C:7]=3[N:6]=[CH:5][C:4]=2[N:1]=1.[CH3:30][C:31]1[NH:51][C:44]2[C:45]3[N:46]=[CH:47][CH:48]=[CH:49][C:50]=3[N:41]=[CH:42][C:43]=2[N:52]=1, predict the reactants needed to synthesize it. The reactants are: [N+:1]([C:4]1[CH:5]=[N:6][C:7]2[C:12]([C:13]=1[NH2:14])=[CH:11][CH:10]=[CH:9][CH:8]=2)([O-])=O.[N+]([C:18]1C=NC2C([C:27]=1N)=NC=CC=2)([O-])=O.N1C2C(=CC=CC=2)C(N)=[C:31](N)[CH:30]=1.[N:41]1[C:50]2[C:45](=[N:46][CH:47]=[CH:48][CH:49]=2)[C:44]([NH2:51])=[C:43]([NH2:52])[CH:42]=1.C(OCC)(OCC)(OCC)C. (3) Given the product [Br:25][C:26]1[CH:27]=[CH:28][CH:29]=[C:30]2[C:35]=1[N:34]=[C:33](/[CH:36]=[N:6]/[C:5]1[C:4]([CH:1]([CH3:3])[CH3:2])=[CH:10][CH:9]=[CH:8][C:7]=1[CH:11]([CH3:13])[CH3:12])[CH:32]=[CH:31]2, predict the reactants needed to synthesize it. The reactants are: [CH:1]([C:4]1[CH:10]=[CH:9][CH:8]=[C:7]([CH:11]([CH3:13])[CH3:12])[C:5]=1[NH2:6])([CH3:3])[CH3:2].C1(C)C=CC(S(O)(=O)=O)=CC=1.[Br:25][C:26]1[CH:27]=[CH:28][CH:29]=[C:30]2[C:35]=1[N:34]=[C:33]([CH:36]=O)[CH:32]=[CH:31]2. (4) Given the product [Br:1][C:2]1[CH:10]=[C:9]2[C:5]([C:6]([C:11]#[N:13])=[CH:7][NH:8]2)=[CH:4][CH:3]=1, predict the reactants needed to synthesize it. The reactants are: [Br:1][C:2]1[CH:10]=[C:9]2[C:5]([C:6]([CH:11]=O)=[CH:7][NH:8]2)=[CH:4][CH:3]=1.[NH2:13]O.Cl.CC(OC(C)=O)=O. (5) Given the product [NH2:4][C:5]1[N:10]=[CH:9][N:8]=[C:7]2[N:11]([CH:15]([C:17]3[C:18]([O:33][CH3:34])=[C:19]([C:25]4[CH:30]=[CH:29][N:28]=[C:27]([C:31]([OH:3])=[O:1])[CH:26]=4)[C:20]([CH3:24])=[C:21]([Cl:23])[CH:22]=3)[CH3:16])[N:12]=[C:13]([CH3:14])[C:6]=12, predict the reactants needed to synthesize it. The reactants are: [OH-:1].[Na+].[OH2:3].[NH2:4][C:5]1[N:10]=[CH:9][N:8]=[C:7]2[N:11]([CH:15]([C:17]3[C:18]([O:33][CH3:34])=[C:19]([C:25]4[CH:30]=[CH:29][N:28]=[C:27]([C:31]#N)[CH:26]=4)[C:20]([CH3:24])=[C:21]([Cl:23])[CH:22]=3)[CH3:16])[N:12]=[C:13]([CH3:14])[C:6]=12.Cl. (6) Given the product [CH3:1][C:2]1[CH:3]=[C:4]([CH:7]=[CH:8][C:9]=1[CH3:10])[CH:5]=[N:12][CH3:11], predict the reactants needed to synthesize it. The reactants are: [CH3:1][C:2]1[CH:3]=[C:4]([CH:7]=[CH:8][C:9]=1[CH3:10])[CH:5]=O.[CH3:11][NH2:12].